Dataset: Full USPTO retrosynthesis dataset with 1.9M reactions from patents (1976-2016). Task: Predict the reactants needed to synthesize the given product. Given the product [OH:18][C:14]1[CH:13]=[C:12]([C:11]2[C:6]3[N:5]=[C:4]([C:25]([OH:27])=[O:26])[CH:3]=[C:2]([CH3:29])[C:7]=3[N:8]=[C:9]([N:19]3[CH2:20][CH2:21][O:22][CH2:23][CH2:24]3)[N:10]=2)[CH:17]=[CH:16][CH:15]=1, predict the reactants needed to synthesize it. The reactants are: Cl[C:2]1[C:7]2[N:8]=[C:9]([N:19]3[CH2:24][CH2:23][O:22][CH2:21][CH2:20]3)[N:10]=[C:11]([C:12]3[CH:17]=[CH:16][CH:15]=[C:14]([OH:18])[CH:13]=3)[C:6]=2[N:5]=[C:4]([C:25]([OH:27])=[O:26])[CH:3]=1.[Cl-].[CH3:29][Zn+].